From a dataset of Full USPTO retrosynthesis dataset with 1.9M reactions from patents (1976-2016). Predict the reactants needed to synthesize the given product. (1) Given the product [C:13]1([CH2:19][CH2:20][C:21]([N:9]2[CH2:10][CH2:11][O:12][CH:7]([C:1]3[CH:2]=[CH:3][CH:4]=[CH:5][CH:6]=3)[CH2:8]2)=[O:22])[CH:18]=[CH:17][CH:16]=[CH:15][CH:14]=1, predict the reactants needed to synthesize it. The reactants are: [C:1]1([CH:7]2[O:12][CH2:11][CH2:10][NH:9][CH2:8]2)[CH:6]=[CH:5][CH:4]=[CH:3][CH:2]=1.[C:13]1([CH2:19][CH2:20][C:21](Cl)=[O:22])[CH:18]=[CH:17][CH:16]=[CH:15][CH:14]=1.C(N(CC)CC)C. (2) Given the product [CH2:1]([O:8][C:9]([N:11]1[CH2:39][CH2:12][C@H:13]([C:15]([NH:18][C:19]2[CH:24]=[CH:23][C:22]([CH:25]3[CH2:26][CH2:27][N:28]([C:31]([O:33][C:34]([CH3:37])([CH3:36])[CH3:35])=[O:32])[CH2:29][CH2:30]3)=[CH:21][CH:20]=2)=[O:17])[CH2:14]1)=[O:10])[C:2]1[CH:3]=[CH:4][CH:5]=[CH:6][CH:7]=1, predict the reactants needed to synthesize it. The reactants are: [CH2:1]([O:8][C:9]([N:11]1[CH2:14][CH:13]([C:15]([OH:17])=O)[CH2:12]1)=[O:10])[C:2]1[CH:7]=[CH:6][CH:5]=[CH:4][CH:3]=1.[NH2:18][C:19]1[CH:24]=[CH:23][C:22]([CH:25]2[CH2:30][CH2:29][N:28]([C:31]([O:33][C:34]([CH3:37])([CH3:36])[CH3:35])=[O:32])[CH2:27][CH2:26]2)=[CH:21][CH:20]=1.N[C:39]1C=CC(OC2CCN(C(OC(C)(C)C)=O)CC2)=CC=1.